This data is from Forward reaction prediction with 1.9M reactions from USPTO patents (1976-2016). The task is: Predict the product of the given reaction. (1) Given the reactants [CH3:1][C:2]1[C:7]([CH2:8]O)=[C:6]([CH3:10])[CH:5]=[CH:4][N:3]=1.BrP(Br)Br.[CH3:15][C:16]1[N:21]=[C:20]([SH:22])[N:19]=[C:18]([OH:23])[CH:17]=1.C(N(CC)CC)C, predict the reaction product. The product is: [CH3:1][C:2]1[C:7]([CH2:8][S:22][C:20]2[N:19]=[C:18]([OH:23])[CH:17]=[C:16]([CH3:15])[N:21]=2)=[C:6]([CH3:10])[CH:5]=[CH:4][N:3]=1. (2) Given the reactants [C:1]([C:3]1[S:4][C:5]2[C:11]([C:12]#[N:13])=[C:10](/[N:14]=[CH:15]/[N:16](C)C)[CH:9]=[CH:8][C:6]=2[N:7]=1)#[N:2].[Br:19][C:20]1[C:26]2[O:27][CH2:28][O:29][C:25]=2[CH:24]=[CH:23][C:21]=1N.[K+].[Br-], predict the reaction product. The product is: [Br:19][C:20]1[C:26]2[O:27][CH2:28][O:29][C:25]=2[CH:24]=[CH:23][C:21]=1[NH:13][C:12]1[C:11]2[C:10](=[CH:9][CH:8]=[C:6]3[N:7]=[C:3]([C:1]#[N:2])[S:4][C:5]3=2)[N:14]=[CH:15][N:16]=1.